Task: Predict the reactants needed to synthesize the given product.. Dataset: Full USPTO retrosynthesis dataset with 1.9M reactions from patents (1976-2016) Given the product [C:10]1([C:13]2[CH:15]=[CH:18][CH:17]=[CH:22][CH:14]=2)[CH:12]=[CH:5][CH:4]=[CH:3][CH:11]=1, predict the reactants needed to synthesize it. The reactants are: O1[CH2:5][CH2:4][CH2:3]N1.B(O)O.O[C:10]([C:13](O)([CH3:15])[CH3:14])([CH3:12])[CH3:11].[C:17]([O-])(=O)[CH3:18].[K+].[C:22](=O)([O-])[O-].[Cs+].[Cs+].